From a dataset of Catalyst prediction with 721,799 reactions and 888 catalyst types from USPTO. Predict which catalyst facilitates the given reaction. (1) The catalyst class is: 812. Reactant: Cl[C:2]1[N:7]=[C:6]([C:8]2[N:12]3[CH:13]=[CH:14][CH:15]=[CH:16][C:11]3=[N:10][C:9]=2[C:17]2[CH:18]=[CH:19][C:20]([O:34][CH3:35])=[C:21]([CH:33]=2)[C:22]([NH:24][C:25]2[C:30]([F:31])=[CH:29][CH:28]=[CH:27][C:26]=2[F:32])=[O:23])[CH:5]=[CH:4][N:3]=1.[CH3:36][O:37][C:38]1[CH:44]=[C:43]([CH2:45][CH2:46][CH2:47][N:48]2[CH2:53][CH2:52][N:51]([CH3:54])[CH2:50][CH2:49]2)[CH:42]=[CH:41][C:39]=1[NH2:40].C1(C)C=CC(S(O)(=O)=O)=CC=1.C[O-].[Na+]. Product: [F:32][C:26]1[CH:27]=[CH:28][CH:29]=[C:30]([F:31])[C:25]=1[NH:24][C:22](=[O:23])[C:21]1[CH:33]=[C:17]([C:9]2[N:10]=[C:11]3[CH:16]=[CH:15][CH:14]=[CH:13][N:12]3[C:8]=2[C:6]2[CH:5]=[CH:4][N:3]=[C:2]([NH:40][C:39]3[CH:41]=[CH:42][C:43]([CH2:45][CH2:46][CH2:47][N:48]4[CH2:49][CH2:50][N:51]([CH3:54])[CH2:52][CH2:53]4)=[CH:44][C:38]=3[O:37][CH3:36])[N:7]=2)[CH:18]=[CH:19][C:20]=1[O:34][CH3:35]. (2) The catalyst class is: 20. Product: [Cl:32][C:29]1[CH:30]=[CH:31][C:26]([CH2:25][S:22]([N:19]2[CH2:20][CH2:21][CH:16]([C:13]3[C:12]4[C:7](=[CH:8][CH:9]=[C:10]([F:33])[CH:11]=4)[CH:6]=[C:5]([CH2:4][C:3]([OH:34])=[O:2])[C:14]=3[CH3:15])[CH2:17][CH2:18]2)(=[O:23])=[O:24])=[CH:27][CH:28]=1. Reactant: C[O:2][C:3](=[O:34])[CH2:4][C:5]1[C:14]([CH3:15])=[C:13]([CH:16]2[CH2:21][CH2:20][N:19]([S:22]([CH2:25][C:26]3[CH:31]=[CH:30][C:29]([Cl:32])=[CH:28][CH:27]=3)(=[O:24])=[O:23])[CH2:18][CH2:17]2)[C:12]2[C:7](=[CH:8][CH:9]=[C:10]([F:33])[CH:11]=2)[CH:6]=1.O.[OH-].[Li+]. (3) The catalyst class is: 12. Reactant: [NH2:1][C:2]1[CH:7]=[CH:6][CH:5]=[C:4]([NH2:8])[N:3]=1.[F:9][C:10]1[CH:18]=[CH:17][CH:16]=[C:15]([F:19])[C:11]=1[C:12](Cl)=[O:13]. Product: [NH2:8][C:4]1[N:3]=[C:2]([NH:1][C:12](=[O:13])[C:11]2[C:10]([F:9])=[CH:18][CH:17]=[CH:16][C:15]=2[F:19])[CH:7]=[CH:6][CH:5]=1. (4) The catalyst class is: 1. Product: [CH2:1]([C@H:9]1[CH2:10][NH:11][CH2:12][CH2:13][NH:14]1)[CH2:2][C:3]1[CH:4]=[CH:5][CH:6]=[CH:7][CH:8]=1. Reactant: [CH2:1]([C@@H:9]1[NH:14][C:13](=O)[CH2:12][NH:11][C:10]1=O)[CH2:2][C:3]1[CH:8]=[CH:7][CH:6]=[CH:5][CH:4]=1.[H-].[Al+3].[Li+].[H-].[H-].[H-].O.O.O.O.O.O.O.O.O.O.S([O-])([O-])(=O)=O.[Na+].[Na+].[H][H].